This data is from Full USPTO retrosynthesis dataset with 1.9M reactions from patents (1976-2016). The task is: Predict the reactants needed to synthesize the given product. (1) Given the product [CH3:1][CH:2]([CH2:27][CH3:28])/[CH:3]=[CH:4]/[C:5]([N:7]1[CH2:12][CH2:11][N:10]([C:13]2[C:22]3[C:17](=[CH:18][C:19]([C:23]([F:26])([F:25])[F:24])=[CH:20][CH:21]=3)[N:16]=[CH:15][CH:14]=2)[CH2:9][CH2:8]1)=[S:38], predict the reactants needed to synthesize it. The reactants are: [CH3:1][CH:2]([CH2:27][CH3:28])/[CH:3]=[CH:4]/[C:5]([N:7]1[CH2:12][CH2:11][N:10]([C:13]2[C:22]3[C:17](=[CH:18][C:19]([C:23]([F:26])([F:25])[F:24])=[CH:20][CH:21]=3)[N:16]=[CH:15][CH:14]=2)[CH2:9][CH2:8]1)=O.COC1C=CC(P2(SP(C3C=CC(OC)=CC=3)(=S)S2)=[S:38])=CC=1. (2) Given the product [F:1][C:2]([F:29])([F:30])[C:3]1[CH:8]=[CH:7][C:6]([C:9]([C:19]2[CH:20]=[CH:21][C:22]([C:25]([F:26])([F:28])[F:27])=[CH:23][CH:24]=2)=[CH:10]/[C:11](/[CH3:18])=[CH:12]/[C:13]([OH:15])=[O:14])=[CH:5][CH:4]=1, predict the reactants needed to synthesize it. The reactants are: [F:1][C:2]([F:30])([F:29])[C:3]1[CH:8]=[CH:7][C:6]([C:9]([C:19]2[CH:24]=[CH:23][C:22]([C:25]([F:28])([F:27])[F:26])=[CH:21][CH:20]=2)=[CH:10]/[C:11](/[CH3:18])=[CH:12]/[C:13]([O:15]CC)=[O:14])=[CH:5][CH:4]=1.O.[OH-].[Li+].CO.O. (3) Given the product [NH:32]1[CH:33]=[CH:34][CH:35]=[C:31]1[C:16]1[CH:15]=[C:14]2[C:19]([C:20](=[C:21]3[CH:30]=[CH:29][C:28]4[C:23](=[CH:24][CH:25]=[CH:26][CH:27]=4)[NH:22]3)[C:12](=[O:11])[NH:13]2)=[CH:18][CH:17]=1, predict the reactants needed to synthesize it. The reactants are: C(O)(C(F)(F)F)=O.ClCCl.[O:11]=[C:12]1[C:20](=[C:21]2[CH:30]=[CH:29][C:28]3[C:23](=[CH:24][CH:25]=[CH:26][CH:27]=3)[NH:22]2)[C:19]2[C:14](=[CH:15][C:16]([C:31]3[N:32](C(OC(C)(C)C)=O)[CH:33]=[CH:34][CH:35]=3)=[CH:17][CH:18]=2)[NH:13]1. (4) Given the product [Cl:34][C:26]1[CH:27]=[C:28]([C:29]2[S:30][CH:31]=[CH:32][CH:33]=2)[C:22]2[O:21][C:20]([CH2:19][NH2:16])([CH3:35])[CH2:24][C:23]=2[CH:25]=1, predict the reactants needed to synthesize it. The reactants are: S(C1C=CC(C)=CC=1)([O-])(=O)=O.[N-]=[N+]=[N-].[Na+].[N:16]([CH2:19][C:20]1([CH3:35])[CH2:24][C:23]2[CH:25]=[C:26]([Cl:34])[CH:27]=[C:28]([C:29]3[S:30][CH:31]=[CH:32][CH:33]=3)[C:22]=2[O:21]1)=[N+]=[N-].[N-]=[N+]=[N-]. (5) Given the product [C:8]([N:11]1[C:20]2[C:15](=[C:16]([O:39][S:49]([C:52]([F:55])([F:54])[F:53])(=[O:51])=[O:50])[C:17]([C:21]3[CH:22]=[N:23][N:24]([CH:26]4[CH2:31][CH2:30][N:29]([C:32]([O:34][C:35]([CH3:38])([CH3:37])[CH3:36])=[O:33])[CH2:28][CH2:27]4)[CH:25]=3)=[CH:18][CH:19]=2)[CH2:14][CH2:13][C@@H:12]1[CH3:40])(=[O:10])[CH3:9], predict the reactants needed to synthesize it. The reactants are: C(N(CC)CC)C.[C:8]([N:11]1[C:20]2[C:15](=[C:16]([OH:39])[C:17]([C:21]3[CH:22]=[N:23][N:24]([CH:26]4[CH2:31][CH2:30][N:29]([C:32]([O:34][C:35]([CH3:38])([CH3:37])[CH3:36])=[O:33])[CH2:28][CH2:27]4)[CH:25]=3)=[CH:18][CH:19]=2)[CH2:14][CH2:13][C@@H:12]1[CH3:40])(=[O:10])[CH3:9].ClC1C=CC(N([S:49]([C:52]([F:55])([F:54])[F:53])(=[O:51])=[O:50])[S:49]([C:52]([F:55])([F:54])[F:53])(=[O:51])=[O:50])=NC=1. (6) The reactants are: [CH2:1]([O:8][C:9]1[CH:10]=[CH:11][C:12]2[O:16][C:15]([CH2:17]O)=[CH:14][C:13]=2[CH:19]=1)[C:2]1[CH:7]=[CH:6][CH:5]=[CH:4][CH:3]=1.[C:20]1(=[O:30])[NH:24][C:23](=[O:25])[C:22]2=[CH:26][CH:27]=[CH:28][CH:29]=[C:21]12.C1(P(C2C=CC=CC=2)C2C=CC=CC=2)C=CC=CC=1.CCOC(/N=N/C(OCC)=O)=O. Given the product [CH2:1]([O:8][C:9]1[CH:10]=[CH:11][C:12]2[O:16][C:15]([CH2:17][N:24]3[C:20](=[O:30])[C:21]4[C:22](=[CH:26][CH:27]=[CH:28][CH:29]=4)[C:23]3=[O:25])=[CH:14][C:13]=2[CH:19]=1)[C:2]1[CH:3]=[CH:4][CH:5]=[CH:6][CH:7]=1, predict the reactants needed to synthesize it.